This data is from CYP2C9 inhibition data for predicting drug metabolism from PubChem BioAssay. The task is: Regression/Classification. Given a drug SMILES string, predict its absorption, distribution, metabolism, or excretion properties. Task type varies by dataset: regression for continuous measurements (e.g., permeability, clearance, half-life) or binary classification for categorical outcomes (e.g., BBB penetration, CYP inhibition). Dataset: cyp2c9_veith. (1) The drug is CCNC(=O)O/N=C(\C)c1sc(-c2ccccc2)nc1C. The result is 1 (inhibitor). (2) The molecule is O=C(O)C=Cc1ccc(Cn2ccnc2)cc1. The result is 0 (non-inhibitor). (3) The compound is COc1ccc(C(=O)N2CCC3(CCCN(C(=O)Nc4cccc(F)c4)C3)CC2)cc1. The result is 0 (non-inhibitor). (4) The molecule is COc1ccc(-c2nc3cnc(N4CCN(C)CC4)nc3n(Cc3cccc(OC)c3)c2=O)cc1. The result is 0 (non-inhibitor). (5) The molecule is COc1ccc(N(C)S(=O)(=O)c2c(C)[nH]c(=O)[nH]c2=O)cc1. The result is 1 (inhibitor).